The task is: Predict which catalyst facilitates the given reaction.. This data is from Catalyst prediction with 721,799 reactions and 888 catalyst types from USPTO. (1) The catalyst class is: 4. Reactant: [CH:1]1[CH:2]=[C:3]([N:9]2[CH2:14][CH2:13][N:12]([CH2:15][CH2:16][CH2:17][CH2:18][O:19][C:20]3[CH:21]=[CH:22][C:23]4[CH2:30][CH2:29][C:27](=[O:28])[NH:26][C:24]=4[CH:25]=3)[CH2:11][CH2:10]2)[C:4]([Cl:8])=[C:5]([Cl:7])[CH:6]=1.C(N(CC)CC)C.[CH2:38]([N:45]=[C:46]=[O:47])[C:39]1[CH:44]=[CH:43][CH:42]=[CH:41][CH:40]=1. Product: [CH2:38]([NH:45][C:46]([N:26]1[C:24]2[C:23](=[CH:22][CH:21]=[C:20]([O:19][CH2:18][CH2:17][CH2:16][CH2:15][N:12]3[CH2:13][CH2:14][N:9]([C:3]4[CH:2]=[CH:1][CH:6]=[C:5]([Cl:7])[C:4]=4[Cl:8])[CH2:10][CH2:11]3)[CH:25]=2)[CH2:30][CH2:29][C:27]1=[O:28])=[O:47])[C:39]1[CH:44]=[CH:43][CH:42]=[CH:41][CH:40]=1. (2) Reactant: Cl[C:2]1[N:9]=[C:8]([CH3:10])[CH:7]=[C:6]([O:11][CH2:12][C:13]2[CH:18]=[CH:17][C:16]([O:19][CH3:20])=[CH:15][CH:14]=2)[C:3]=1[C:4]#[N:5].C[O-].[Na+].[CH3:24][O:25]C1N=C(C)C=C(OC)C=1C#N. Product: [CH3:24][O:25][C:2]1[N:9]=[C:8]([CH3:10])[CH:7]=[C:6]([O:11][CH2:12][C:13]2[CH:18]=[CH:17][C:16]([O:19][CH3:20])=[CH:15][CH:14]=2)[C:3]=1[C:4]#[N:5]. The catalyst class is: 24. (3) Reactant: [CH2:1]([O:3][C:4](=[O:26])[CH2:5][N:6]1[C:12](=[O:13])[CH2:11][C:10]2[CH:14]=[CH:15][C:16]([Cl:18])=[CH:17][C:9]=2[CH:8]([C:19]2[CH:24]=[CH:23][CH:22]=[CH:21][C:20]=2[Br:25])[CH2:7]1)[CH3:2].[C:27](N=P(N=P(N(C)C)(N(C)C)N(C)C)(N=P(N(C)C)(N(C)C)N(C)C)N=P(N(C)C)(N(C)C)N(C)C)([CH3:30])([CH3:29])[CH3:28].CCCCCC.ICC(C)C.Cl. Product: [CH2:1]([O:3][C:4](=[O:26])[CH2:5][N:6]1[CH2:7][CH:8]([C:19]2[CH:24]=[CH:23][CH:22]=[CH:21][C:20]=2[Br:25])[C:9]2[CH:17]=[C:16]([Cl:18])[CH:15]=[CH:14][C:10]=2[CH:11]([CH2:28][CH:27]([CH3:30])[CH3:29])[C:12]1=[O:13])[CH3:2]. The catalyst class is: 20. (4) Reactant: [F:1][C:2]1[C:7]2[N:8]=[CH:9][S:10][C:6]=2[CH:5]=[C:4]([C:11](O)=[O:12])[C:3]=1[NH:14][C:15]1[CH:20]=[CH:19][C:18]([I:21])=[CH:17][C:16]=1[F:22].C1C=CC2N(O)N=NC=2C=1.CCN=C=NCCCN(C)C.[CH3:44][C:45]1([CH3:53])[O:49][CH:48]([CH2:50][O:51][NH2:52])[CH2:47][O:46]1.[NH4+].[Cl-]. Product: [CH3:44][C:45]1([CH3:53])[O:49][CH:48]([CH2:50][O:51][NH:52][C:11]([C:4]2[C:3]([NH:14][C:15]3[CH:20]=[CH:19][C:18]([I:21])=[CH:17][C:16]=3[F:22])=[C:2]([F:1])[C:7]3[N:8]=[CH:9][S:10][C:6]=3[CH:5]=2)=[O:12])[CH2:47][O:46]1. The catalyst class is: 2.